This data is from Forward reaction prediction with 1.9M reactions from USPTO patents (1976-2016). The task is: Predict the product of the given reaction. (1) Given the reactants Cl[CH2:2][C:3]([NH:5][C:6]1[CH:11]=[C:10]([S:12]([CH2:15][CH3:16])(=[O:14])=[O:13])[CH:9]=[CH:8][C:7]=1[OH:17])=[O:4].C(=O)([O-])[O-].[K+].[K+].O, predict the reaction product. The product is: [CH2:15]([S:12]([C:10]1[CH:9]=[CH:8][C:7]2[O:17][CH2:2][C:3](=[O:4])[NH:5][C:6]=2[CH:11]=1)(=[O:14])=[O:13])[CH3:16]. (2) Given the reactants [Cl:1][C:2]1[C:7]([C:8]([OH:10])=[O:9])=[C:6]([F:11])[C:5]([O:12]C)=[CH:4][CH:3]=1.BrB(Br)Br, predict the reaction product. The product is: [Cl:1][C:2]1[C:7]([C:8]([OH:10])=[O:9])=[C:6]([F:11])[C:5]([OH:12])=[CH:4][CH:3]=1. (3) Given the reactants [CH3:1][C:2]1[CH:3]=[CH:4][CH:5]=[CH:6][C:7]=1[O:8][C@@H:9]([C:14]1[CH:15]=[CH:16][CH:17]=[CH:18][CH:19]=1)[CH2:10][CH2:11][NH:12][CH3:13].Cl.[C:21]1(C)C(O)=CC=CC=1.CN(C)CCC(Cl)C1C=CC=CC=1, predict the reaction product. The product is: [CH3:13][N:12]([CH2:11][CH2:10][CH:9]([O:8][C:7]1[CH:6]=[CH:5][CH:4]=[CH:3][C:2]=1[CH3:1])[C:14]1[CH:19]=[CH:18][CH:17]=[CH:16][CH:15]=1)[CH3:21]. (4) Given the reactants [Br:1][C:2]1[C:17]([CH3:18])=[CH:16][C:5]([O:6][CH2:7][C@@H:8]([CH3:15])[CH2:9]OS(C)(=O)=O)=[CH:4][C:3]=1[CH3:19].[CH3:20][S:21]([O-:23])=[O:22].[Na+].O, predict the reaction product. The product is: [Br:1][C:2]1[C:3]([CH3:19])=[CH:4][C:5]([O:6][CH2:7][C@@H:8]([CH3:15])[CH2:9][S:21]([CH3:20])(=[O:23])=[O:22])=[CH:16][C:17]=1[CH3:18].